From a dataset of Full USPTO retrosynthesis dataset with 1.9M reactions from patents (1976-2016). Predict the reactants needed to synthesize the given product. (1) Given the product [OH:8][C@H:9]1[CH2:10][CH2:11][C@H:12]([C:15]2[C:16]([O:18][C:19](=[O:24])[C:20]=2[CH:21]([CH3:22])[CH3:23])=[O:17])[CH2:13][CH2:14]1, predict the reactants needed to synthesize it. The reactants are: [Si]([O:8][C@H:9]1[CH2:14][CH2:13][C@H:12]([C:15]2[C:16]([O:18][C:19](=[O:24])[C:20]=2[CH:21]([CH3:23])[CH3:22])=[O:17])[CH2:11][CH2:10]1)(C(C)(C)C)(C)C.Cl.CCCCCC.C(OCC)(=O)C. (2) Given the product [C:13]([O:12][C:10]([NH:1][C@@H:2]([CH2:3][CH:4]([CH3:5])[CH3:6])[C:7]([NH:17][C:18]1[CH:25]=[CH:24][C:21]([CH2:22][OH:23])=[CH:20][CH:19]=1)=[O:9])=[O:11])([CH3:16])([CH3:15])[CH3:14], predict the reactants needed to synthesize it. The reactants are: [NH:1]([C:10]([O:12][C:13]([CH3:16])([CH3:15])[CH3:14])=[O:11])[C@H:2]([C:7]([OH:9])=O)[CH2:3][CH:4]([CH3:6])[CH3:5].[NH2:17][C:18]1[CH:25]=[CH:24][C:21]([CH2:22][OH:23])=[CH:20][CH:19]=1.CCOC1N(C(OCC)=O)C2C(=CC=CC=2)C=C1.C1(C)C=CC=CC=1. (3) Given the product [CH2:1]([CH:8]1[CH2:13][CH:12]2[CH2:14][CH:9]1[CH2:10][CH:11]2[C:15]1[CH:20]=[CH:19][CH:18]=[CH:17][C:16]=1[NH:21][S:23]([CH3:22])(=[O:25])=[O:24])[C:2]1[CH:7]=[N:6][CH:5]=[CH:4][N:3]=1, predict the reactants needed to synthesize it. The reactants are: [CH2:1]([CH:8]1[CH2:13][CH:12]2[CH2:14][CH:9]1[CH2:10][CH:11]2[C:15]1[CH:20]=[CH:19][CH:18]=[CH:17][C:16]=1[NH2:21])[C:2]1[CH:7]=[N:6][CH:5]=[CH:4][N:3]=1.[CH3:22][S:23](NC1C=CC=CC=1N1CCN(C(OC(C)(C)C)=O)CC1)(=[O:25])=[O:24].CS(Cl)(=O)=O.N1C=CC=CC=1. (4) Given the product [OH:19][CH:4]1[C:5]2[C:10](=[CH:9][C:8]([C:11]3[N:15]([CH3:16])[C:14]([C:17]#[N:18])=[CH:13][CH:12]=3)=[CH:7][CH:6]=2)[C:2]([CH3:20])([CH3:1])[CH2:3]1, predict the reactants needed to synthesize it. The reactants are: [CH3:1][C:2]1([CH3:20])[C:10]2[C:5](=[CH:6][CH:7]=[C:8]([C:11]3[N:15]([CH3:16])[C:14]([C:17]#[N:18])=[CH:13][CH:12]=3)[CH:9]=2)[C:4](=[O:19])[CH2:3]1.[BH4-].[Na+]. (5) Given the product [Cl:1][C:2]1[CH:3]=[C:4]([C:9]2([C:28]([F:30])([F:31])[F:29])[O:13][N:12]=[C:11]([C:14]3[C:22]4[N:18]([CH:19]=[CH:20][CH:21]=4)[C:17]([C:23]([OH:25])=[O:24])=[CH:16][CH:15]=3)[CH2:10]2)[CH:5]=[C:6]([Cl:8])[C:7]=1[Cl:34], predict the reactants needed to synthesize it. The reactants are: [Cl:1][C:2]1[CH:3]=[C:4]([C:9]2([C:28]([F:31])([F:30])[F:29])[O:13][N:12]=[C:11]([C:14]3[C:22]4[N:18]([CH:19]=[CH:20][CH:21]=4)[C:17]([C:23]([O:25]CC)=[O:24])=[CH:16][CH:15]=3)[CH2:10]2)[CH:5]=[C:6]([Cl:8])[CH:7]=1.[OH-].[Na+].[ClH:34].